This data is from Full USPTO retrosynthesis dataset with 1.9M reactions from patents (1976-2016). The task is: Predict the reactants needed to synthesize the given product. (1) The reactants are: C(Cl)[Cl:2].P(Cl)(Cl)(Cl)(Cl)[Cl:5].[CH2:10]([O:12][C:13]([C@@H:15]([NH:24][C@H:25]([C:27]([OH:29])=O)[CH3:26])[CH2:16][CH2:17][C:18]1[CH:23]=[CH:22][CH:21]=[CH:20][CH:19]=1)=[O:14])[CH3:11]. Given the product [ClH:2].[CH2:10]([O:12][C:13]([C@@H:15]([NH:24][C@H:25]([C:27]([Cl:5])=[O:29])[CH3:26])[CH2:16][CH2:17][C:18]1[CH:23]=[CH:22][CH:21]=[CH:20][CH:19]=1)=[O:14])[CH3:11], predict the reactants needed to synthesize it. (2) Given the product [Br:14][C:15]1[CH:22]=[CH:21][C:18]([CH:19]=[O:20])=[CH:17][C:16]=1[I:1], predict the reactants needed to synthesize it. The reactants are: [I-:1].[K+].I([O-])(=O)(=O)=O.[Na+].S(=O)(=O)(O)O.[Br:14][C:15]1[CH:22]=[CH:21][C:18]([CH:19]=[O:20])=[CH:17][CH:16]=1. (3) Given the product [F:30][CH2:29][C:28]1[N:17]2[CH2:16][C@@H:15]([CH2:14][O:13][C:12]3[CH:21]=[CH:22][C:9]([C:2]([CH3:1])([CH3:8])[CH2:3][C:4]([CH3:5])([CH3:6])[CH3:7])=[CH:10][CH:11]=3)[O:19][C:18]2=[N:20][C:26](=[O:25])[CH:27]=1, predict the reactants needed to synthesize it. The reactants are: [CH3:1][C:2]([C:9]1[CH:22]=[CH:21][C:12]([O:13][CH2:14][C@H:15]2[O:19][C:18]([NH2:20])=[N:17][CH2:16]2)=[CH:11][CH:10]=1)([CH3:8])[CH2:3][C:4]([CH3:7])([CH3:6])[CH3:5].C([O:25][C:26](=O)[C:27]#[C:28][CH2:29][F:30])C. (4) Given the product [CH:3]1([O:7][CH2:8][C@H:9]([O:20][C:22]2[N:27]=[CH:26][N:25]=[C:24]3[N:28]([C:31]4[C:32]([CH3:37])=[N:33][CH:34]=[CH:35][CH:36]=4)[N:29]=[CH:30][C:23]=23)[C:10]([NH:12][C:13]2[CH:18]=[N:17][C:16]([CH3:19])=[CH:15][N:14]=2)=[O:11])[CH2:6][CH2:5][CH2:4]1, predict the reactants needed to synthesize it. The reactants are: [H-].[Na+].[CH:3]1([O:7][CH2:8][C@H:9]([OH:20])[C:10]([NH:12][C:13]2[CH:18]=[N:17][C:16]([CH3:19])=[CH:15][N:14]=2)=[O:11])[CH2:6][CH2:5][CH2:4]1.Cl[C:22]1[N:27]=[CH:26][N:25]=[C:24]2[N:28]([C:31]3[C:32]([CH3:37])=[N:33][CH:34]=[CH:35][CH:36]=3)[N:29]=[CH:30][C:23]=12.C(O)(=O)CC(CC(O)=O)(C(O)=O)O. (5) Given the product [F:13][C:14]1[CH:19]=[CH:18][C:17]([C:2]2[CH:3]=[C:4]3[C:9](=[CH:10][CH:11]=2)[NH:8][C:7](=[O:12])[CH2:6][CH2:5]3)=[CH:16][C:15]=1[CH3:23], predict the reactants needed to synthesize it. The reactants are: Br[C:2]1[CH:3]=[C:4]2[C:9](=[CH:10][CH:11]=1)[NH:8][C:7](=[O:12])[CH2:6][CH2:5]2.[F:13][C:14]1[CH:19]=[CH:18][C:17](B(O)O)=[CH:16][C:15]=1[CH3:23].C(=O)([O-])[O-].[Na+].[Na+]. (6) Given the product [Br:1][C:2]1[N:7]=[C:6]2[N:8]([CH2:9][CH2:10][CH2:11][N:12]3[CH2:13][CH2:14][CH2:15][CH2:16][CH2:17]3)[C:28]([NH:27][C:24]3[CH:25]=[CH:26][C:21]([O:20][CH3:19])=[CH:22][CH:23]=3)=[N:18][C:5]2=[N:4][CH:3]=1, predict the reactants needed to synthesize it. The reactants are: [Br:1][C:2]1[N:7]=[C:6]([NH:8][CH2:9][CH2:10][CH2:11][N:12]2[CH2:17][CH2:16][CH2:15][CH2:14][CH2:13]2)[C:5]([NH2:18])=[N:4][CH:3]=1.[CH3:19][O:20][C:21]1[CH:26]=[CH:25][C:24]([N:27]=[C:28]=S)=[CH:23][CH:22]=1. (7) Given the product [Br:1][C:2]1[CH:3]=[N:4][C:5]([Cl:35])=[C:6]([CH:10]=1)[C:7]([NH:20][C:19]1[CH:21]=[CH:22][C:23]([F:25])=[CH:24][C:18]=1[F:17])=[O:9], predict the reactants needed to synthesize it. The reactants are: [Br:1][C:2]1[CH:3]=[N:4][C:5](O)=[C:6]([CH:10]=1)[C:7]([OH:9])=O.CN(C=O)C.[F:17][C:18]1[CH:24]=[C:23]([F:25])[CH:22]=[CH:21][C:19]=1[NH2:20].C(N(CC)CC)C.O=S(Cl)[Cl:35].